Dataset: Catalyst prediction with 721,799 reactions and 888 catalyst types from USPTO. Task: Predict which catalyst facilitates the given reaction. Reactant: [Br:1][C:2]1[CH:3]=[C:4]([CH:12]=[CH:13][C:14]=1[F:15])[O:5][CH2:6][C@H:7]([OH:11])[CH2:8][NH:9][CH3:10].[CH3:28][C:27]([O:26][C:24](O[C:24]([O:26][C:27]([CH3:30])([CH3:29])[CH3:28])=[O:25])=[O:25])([CH3:30])[CH3:29]. Product: [Br:1][C:2]1[CH:3]=[C:4]([CH:12]=[CH:13][C:14]=1[F:15])[O:5][CH2:6][C@H:7]([OH:11])[CH2:8][N:9]([CH3:10])[C:24](=[O:25])[O:26][C:27]([CH3:28])([CH3:29])[CH3:30]. The catalyst class is: 2.